This data is from Forward reaction prediction with 1.9M reactions from USPTO patents (1976-2016). The task is: Predict the product of the given reaction. The product is: [NH2:1][C:2]1[N:7]=[C:6]([N:8]2[C@H:13]([CH3:14])[CH2:12][O:11][C@H:10]([CH2:15][NH:16][S:17]([CH3:20])(=[O:19])=[O:18])[CH2:9]2)[CH:5]=[C:4]([C:21]2[CH:22]=[C:23]3[C:24]([C:27]([NH2:28])=[N:31][NH:32]3)=[CH:25][CH:26]=2)[N:3]=1. Given the reactants [NH2:1][C:2]1[N:7]=[C:6]([N:8]2[C@H:13]([CH3:14])[CH2:12][O:11][C@H:10]([CH2:15][NH:16][S:17]([CH3:20])(=[O:19])=[O:18])[CH2:9]2)[CH:5]=[C:4]([C:21]2[CH:26]=[CH:25][C:24]([C:27]#[N:28])=[C:23](F)[CH:22]=2)[N:3]=1.O.[NH2:31][NH2:32], predict the reaction product.